Task: Predict the product of the given reaction.. Dataset: Forward reaction prediction with 1.9M reactions from USPTO patents (1976-2016) (1) The product is: [ClH:30].[NH:2]1[CH:3]=[C:4]([C:6]2[CH:7]=[CH:8][C:9]([C:13]3[N:14]=[N:15][C:16]([O:19][CH:20]4[CH2:25][C:24]([CH3:27])([CH3:26])[NH:23][C:22]([CH3:29])([CH3:28])[CH2:21]4)=[CH:17][CH:18]=3)=[C:10]([OH:12])[CH:11]=2)[CH:5]=[N:1]1. Given the reactants [NH:1]1[CH:5]=[C:4]([C:6]2[CH:7]=[CH:8][C:9]([C:13]3[N:14]=[N:15][C:16]([O:19][CH:20]4[CH2:25][C:24]([CH3:27])([CH3:26])[NH:23][C:22]([CH3:29])([CH3:28])[CH2:21]4)=[CH:17][CH:18]=3)=[C:10]([OH:12])[CH:11]=2)[CH:3]=[N:2]1.[ClH:30].O.C, predict the reaction product. (2) The product is: [C:3]([O:25][C:23]([N:15]1[C:16]2[C:11](=[CH:10][C:9]([C:4]3[CH:5]=[N:6][CH:7]=[CH:8][C:3]=3[C:2]([F:19])([F:1])[F:20])=[CH:18][N:17]=2)[CH2:12][CH2:13][CH2:14]1)=[O:24])([CH3:8])([CH3:4])[CH3:2]. Given the reactants [F:1][C:2]([F:20])([F:19])[C:3]1[CH:8]=[CH:7][N:6]=[CH:5][C:4]=1[C:9]1[CH:10]=[C:11]2[C:16](=[N:17][CH:18]=1)[NH:15][CH2:14][CH2:13][CH2:12]2.FC(F)(F)[C:23]([OH:25])=[O:24], predict the reaction product. (3) The product is: [CH3:9][C:8]1[C:2]2[S:14][C:13]([SH:15])=[N:4][C:3]=2[CH:5]=[CH:6][CH:7]=1. Given the reactants Br[C:2]1[C:8]([CH3:9])=[CH:7][CH:6]=[CH:5][C:3]=1[NH2:4].C(O[C:13]([SH:15])=[S:14])C.[K], predict the reaction product. (4) The product is: [CH3:17][O:18][C:19]1[CH:28]=[CH:27][C:26]([N:29]2[CH2:30][CH2:31][N:32]([CH3:35])[CH2:33][CH2:34]2)=[C:25]2[C:20]=1[CH2:21][CH2:22][N:23]([C:14](=[O:16])[CH2:13][C:10]1[CH:9]=[CH:8][C:7]([S:4]([NH:3][CH2:1][CH3:2])(=[O:5])=[O:6])=[CH:12][CH:11]=1)[CH2:24]2. Given the reactants [CH2:1]([NH:3][S:4]([C:7]1[CH:12]=[CH:11][C:10]([CH2:13][C:14]([OH:16])=O)=[CH:9][CH:8]=1)(=[O:6])=[O:5])[CH3:2].[CH3:17][O:18][C:19]1[CH:28]=[CH:27][C:26]([N:29]2[CH2:34][CH2:33][N:32]([CH3:35])[CH2:31][CH2:30]2)=[C:25]2[C:20]=1[CH2:21][CH2:22][NH:23][CH2:24]2.CN(C(ON1N=NC2C=CC=NC1=2)=[N+](C)C)C.F[P-](F)(F)(F)(F)F, predict the reaction product. (5) Given the reactants [CH3:1][O:2][C:3]1[CH:4]=[C:5]([CH:13]=[CH:14][C:15]=1[N+:16]([O-])=O)[O:6][CH:7]1[CH2:12][CH2:11][O:10][CH2:9][CH2:8]1, predict the reaction product. The product is: [CH3:1][O:2][C:3]1[CH:4]=[C:5]([O:6][CH:7]2[CH2:12][CH2:11][O:10][CH2:9][CH2:8]2)[CH:13]=[CH:14][C:15]=1[NH2:16]. (6) Given the reactants [CH2:1]([O:3][C:4]1[CH:13]=[C:12]2[C:7]([CH:8]=[CH:9][C:10]([O:14][CH:15]([CH2:20][CH3:21])[C:16]([O:18]C)=[O:17])=[CH:11]2)=[CH:6][CH:5]=1)[CH3:2].[OH-].[Na+].Cl, predict the reaction product. The product is: [CH2:1]([O:3][C:4]1[CH:13]=[C:12]2[C:7]([CH:8]=[CH:9][C:10]([O:14][CH:15]([CH2:20][CH3:21])[C:16]([OH:18])=[O:17])=[CH:11]2)=[CH:6][CH:5]=1)[CH3:2]. (7) Given the reactants [CH3:1][N:2]([CH:10]1[CH2:15][CH2:14][N:13]([C:16]2[N:21]=[CH:20][C:19](B3OC(C)(C)C(C)(C)O3)=[CH:18][N:17]=2)[CH2:12][CH2:11]1)[C:3](=[O:9])[O:4][C:5]([CH3:8])([CH3:7])[CH3:6].Br[C:32]1[CH:37]=[CH:36][C:35]([N:38]2[C:42](=[O:43])[N:41]([CH2:44][CH2:45][CH3:46])[N:40]=[CH:39]2)=[C:34]([F:47])[CH:33]=1.C(=O)([O-])[O-].[Na+].[Na+], predict the reaction product. The product is: [F:47][C:34]1[CH:33]=[C:32]([C:19]2[CH:18]=[N:17][C:16]([N:13]3[CH2:14][CH2:15][CH:10]([N:2]([CH3:1])[C:3](=[O:9])[O:4][C:5]([CH3:7])([CH3:8])[CH3:6])[CH2:11][CH2:12]3)=[N:21][CH:20]=2)[CH:37]=[CH:36][C:35]=1[N:38]1[C:42](=[O:43])[N:41]([CH2:44][CH2:45][CH3:46])[N:40]=[CH:39]1.